From a dataset of Full USPTO retrosynthesis dataset with 1.9M reactions from patents (1976-2016). Predict the reactants needed to synthesize the given product. (1) The reactants are: [CH:1]1[C:6]([NH2:7])=[CH:5][CH:4]=[C:3]([O:8][C:9]2[CH:14]=[CH:13][C:12]([Cl:15])=[CH:11][CH:10]=2)[CH:2]=1.C[N:17]([CH:19]=O)C.Br[CH2:22][C:23]([C:25]1[CH:30]=[CH:29][C:28]([O:31][CH2:32][CH2:33][CH2:34][N:35]([CH2:38][CH3:39])[CH2:36][CH3:37])=[CH:27][CH:26]=1)=O. Given the product [Cl:15][C:12]1[CH:13]=[CH:14][C:9]([O:8][C:3]2[CH:2]=[CH:1][C:6]([N:7]3[CH:22]=[C:23]([C:25]4[CH:30]=[CH:29][C:28]([O:31][CH2:32][CH2:33][CH2:34][N:35]([CH2:38][CH3:39])[CH2:36][CH3:37])=[CH:27][CH:26]=4)[N:17]=[C:19]3[CH2:22][CH2:23][C:25]3[CH:30]=[CH:29][CH:28]=[CH:27][CH:26]=3)=[CH:5][CH:4]=2)=[CH:10][CH:11]=1, predict the reactants needed to synthesize it. (2) Given the product [O:3]1[CH:4]=[C:5]([C:7]2[CH:21]=[CH:20][CH:19]=[CH:18][C:8]=2[CH2:9][NH:10][C:11](=[O:17])[O:12][C:13]([CH3:16])([CH3:15])[CH3:14])[N:6]=[CH:2]1, predict the reactants needed to synthesize it. The reactants are: I[C:2]1[O:3][CH:4]=[C:5]([C:7]2[CH:21]=[CH:20][CH:19]=[CH:18][C:8]=2[CH2:9][NH:10][C:11](=[O:17])[O:12][C:13]([CH3:16])([CH3:15])[CH3:14])[N:6]=1. (3) Given the product [CH2:31]([O:30][C:28](=[O:29])[N:15]([N:9]1[C:8](=[O:20])[C:7]2[C:12](=[CH:13][C:4]([CH:1]([CH3:3])[CH3:2])=[C:5]([C:21]3[N:22]([CH3:26])[N:23]=[CH:24][CH:25]=3)[CH:6]=2)[NH:11][C:10]1=[O:14])[S:16]([CH3:19])(=[O:17])=[O:18])[CH2:32][CH3:33], predict the reactants needed to synthesize it. The reactants are: [CH:1]([C:4]1[CH:13]=[C:12]2[C:7]([C:8](=[O:20])[N:9]([NH:15][S:16]([CH3:19])(=[O:18])=[O:17])[C:10](=[O:14])[NH:11]2)=[CH:6][C:5]=1[C:21]1[N:22]([CH3:26])[N:23]=[CH:24][CH:25]=1)([CH3:3])[CH3:2].Cl[C:28]([O:30][CH2:31][CH2:32][CH3:33])=[O:29]. (4) Given the product [ClH:24].[NH2:8][C@@H:4]1[CH2:5][CH2:6][CH2:7][C@H:2]([OH:1])[CH2:3]1, predict the reactants needed to synthesize it. The reactants are: [OH:1][C@@H:2]1[CH2:7][CH2:6][CH2:5][C@H:4]([N:8]2C(=O)C3C(=CC=CC=3)C2=O)[CH2:3]1.O.NN.NN.[ClH:24]. (5) Given the product [O:28]=[S:22]1(=[O:27])[C:21]2[CH:29]=[CH:30][C:18]([O:1][C:2]3[CH:3]=[C:4]([CH:8]=[C:9]([O:11][C@@H:12]([CH3:16])[CH2:13][O:14][CH3:15])[CH:10]=3)[C:5]([OH:7])=[O:6])=[CH:19][C:20]=2[O:26][CH2:25][CH2:24][CH2:23]1, predict the reactants needed to synthesize it. The reactants are: [OH:1][C:2]1[CH:3]=[C:4]([CH:8]=[C:9]([O:11][C@@H:12]([CH3:16])[CH2:13][O:14][CH3:15])[CH:10]=1)[C:5]([OH:7])=[O:6].F[C:18]1[CH:30]=[CH:29][C:21]2[S:22](=[O:28])(=[O:27])[CH2:23][CH2:24][CH2:25][O:26][C:20]=2[CH:19]=1.C(=O)([O-])[O-].[K+].[K+]. (6) Given the product [C:19]([O:18][C:16]([NH:15][C@@H:7]([CH2:8][C:9]1[CH:10]=[CH:11][CH:12]=[CH:13][CH:14]=1)[C@H:6]([OH:23])[CH2:5][OH:4])=[O:17])([CH3:22])([CH3:20])[CH3:21], predict the reactants needed to synthesize it. The reactants are: C([O:4][CH2:5][CH:6]([OH:23])[C@@H:7]([NH:15][C:16]([O:18][C:19]([CH3:22])([CH3:21])[CH3:20])=[O:17])[CH2:8][C:9]1[CH:14]=[CH:13][CH:12]=[CH:11][CH:10]=1)(=O)C.C[O-].[Na+].CO.Cl.